This data is from Forward reaction prediction with 1.9M reactions from USPTO patents (1976-2016). The task is: Predict the product of the given reaction. (1) Given the reactants [CH3:1][O:2][C:3]1[C:8]([C:9]2[CH:14]=[CH:13][C:12]([O:15][C:16]3[CH:21]=[CH:20][N:19]=[C:18]([C:22]4[CH:23]=[N:24][N:25]([CH3:27])[CH:26]=4)[CH:17]=3)=[C:11]([CH3:28])[N:10]=2)=[CH:7][N:6]=[C:5](SC)[N:4]=1.C1C=C(Cl)C=C(C(OO)=O)C=1.[C:42]([NH2:46])([CH3:45])([CH3:44])[CH3:43], predict the reaction product. The product is: [C:42]([NH:46][C:5]1[N:4]=[C:3]([O:2][CH3:1])[C:8]([C:9]2[CH:14]=[CH:13][C:12]([O:15][C:16]3[CH:21]=[CH:20][N:19]=[C:18]([C:22]4[CH:23]=[N:24][N:25]([CH3:27])[CH:26]=4)[CH:17]=3)=[C:11]([CH3:28])[N:10]=2)=[CH:7][N:6]=1)([CH3:45])([CH3:44])[CH3:43]. (2) Given the reactants [CH3:1][C:2]1[CH:3]=[C:4]([CH:25]=[CH:26][CH:27]=1)[C:5]([C:7]1[C:15]2[CH:14]=[CH:13][C:12](=[O:16])[N:11]([C:17]3[CH:22]=[CH:21][CH:20]=[CH:19][CH:18]=3)[C:10]=2[S:9][C:8]=1[C:23]#[N:24])=[O:6].[OH-:28].[Na+].Cl, predict the reaction product. The product is: [CH3:1][C:2]1[CH:3]=[C:4]([CH:25]=[CH:26][CH:27]=1)[C:5]([C:7]1[C:15]2[CH:14]=[CH:13][C:12](=[O:16])[N:11]([C:17]3[CH:18]=[CH:19][CH:20]=[CH:21][CH:22]=3)[C:10]=2[S:9][C:8]=1[C:23]([NH2:24])=[O:28])=[O:6]. (3) Given the reactants [F:1][C:2]1[CH:3]=[C:4]([CH:35]=[C:36]([F:38])[CH:37]=1)[CH2:5][C@@H:6]([C@@H:10]([C@H:19]1[CH2:23][C@@H:22]([O:24][CH2:25][CH:26]=[CH2:27])[CH2:21][N:20]1[C:28]([O:30][C:31]([CH3:34])([CH3:33])[CH3:32])=[O:29])[O:11][Si:12]([C:15]([CH3:18])([CH3:17])[CH3:16])([CH3:14])[CH3:13])[C:7]([OH:9])=[O:8].F[C:40]1[CH:41]=[C:42]([CH:78]=[C:79](F)[CH:80]=1)[CH2:43][C@H](C(N1[C@@H]([CH2:43][C:42]2[CH:78]=[CH:79][CH:80]=[CH:40][CH:41]=2)COC1=O)=O)[C@@H]([C@H]1C[C@@H](OCC=C)CN1C(OC(C)(C)C)=O)O.CCN(C(C)C)C(C)C.O([Si](C(C)(C)C)(C)C)S(C(F)(F)F)(=O)=O.OO.[OH-].[Li+], predict the reaction product. The product is: [CH2:25]([O:24][C@H:22]1[CH2:21][N:20]([C:28]([O:30][C:31]([CH3:34])([CH3:33])[CH3:32])=[O:29])[C@@H:19]([C@@H:10]([O:11][Si:12]([C:15]([CH3:17])([CH3:18])[CH3:16])([CH3:13])[CH3:14])[C@@H:6]([C:7]([O:9][CH2:43][C:42]2[CH:78]=[CH:79][CH:80]=[CH:40][CH:41]=2)=[O:8])[CH2:5][C:4]2[CH:35]=[C:36]([F:38])[CH:37]=[C:2]([F:1])[CH:3]=2)[CH2:23]1)[CH:26]=[CH2:27]. (4) The product is: [F:38][C:6]([F:5])([CH:12]([OH:37])[C:13]1[CH:18]=[CH:17][C:16]([C:19]2[CH:24]=[C:23]([NH:25][C:26]3[N:31]=[C:30]([C:32]([F:33])([F:34])[F:35])[CH:29]=[CH:28][N:27]=3)[CH:22]=[C:21]([CH3:36])[CH:20]=2)=[CH:15][N:14]=1)[C:7]([OH:9])=[O:8]. Given the reactants [OH-].[Na+].CO.[F:5][C:6]([F:38])([CH:12]([OH:37])[C:13]1[CH:18]=[CH:17][C:16]([C:19]2[CH:24]=[C:23]([NH:25][C:26]3[N:31]=[C:30]([C:32]([F:35])([F:34])[F:33])[CH:29]=[CH:28][N:27]=3)[CH:22]=[C:21]([CH3:36])[CH:20]=2)=[CH:15][N:14]=1)[C:7]([O:9]CC)=[O:8], predict the reaction product. (5) Given the reactants P12(SP3(SP(SP(S3)(S1)=S)(=S)S2)=S)=[S:2].[CH:15]([NH2:17])=O.[N+:18]([C:21]1[CH:58]=[CH:57][C:24]([C:25]([O:27][C@@:28]([C:35]2[N:36]=[N:37][N:38]([CH2:40][C:41]3[CH:50]=[C:49]4[C:44]([C:45]([C:53](=O)[CH2:54]Br)=[CH:46][C:47]([C:51]#[N:52])=[N:48]4)=[CH:43][CH:42]=3)[CH:39]=2)([C:31]([F:34])([F:33])[F:32])[CH2:29][CH3:30])=[O:26])=[CH:23][CH:22]=1)([O-:20])=[O:19], predict the reaction product. The product is: [N+:18]([C:21]1[CH:58]=[CH:57][C:24]([C:25]([O:27][C@@:28]([C:35]2[N:36]=[N:37][N:38]([CH2:40][C:41]3[CH:50]=[C:49]4[C:44]([C:45]([C:53]5[N:17]=[CH:15][S:2][CH:54]=5)=[CH:46][C:47]([C:51]#[N:52])=[N:48]4)=[CH:43][CH:42]=3)[CH:39]=2)([C:31]([F:34])([F:33])[F:32])[CH2:29][CH3:30])=[O:26])=[CH:23][CH:22]=1)([O-:20])=[O:19]. (6) The product is: [Cl:1][C:2]1[CH:7]=[CH:6][C:5]([S:8]([N:11]2[C:15]3=[N:16][CH:17]=[CH:18][CH:19]=[C:14]3[C:13]([CH2:20][C:21]([OH:23])=[O:22])=[C:12]2[CH2:24][CH3:27])(=[O:9])=[O:10])=[CH:4][C:3]=1[C:25]#[N:26]. Given the reactants [Cl:1][C:2]1[CH:7]=[CH:6][C:5]([S:8]([N:11]2[C:15]3=[N:16][CH:17]=[CH:18][CH:19]=[C:14]3[C:13]([CH2:20][C:21]([OH:23])=[O:22])=[C:12]2[CH3:24])(=[O:10])=[O:9])=[CH:4][C:3]=1[C:25]#[N:26].[CH3:27]OC(=O)CC1C2C(=NC=CC=2)NC=1CC, predict the reaction product.